This data is from Forward reaction prediction with 1.9M reactions from USPTO patents (1976-2016). The task is: Predict the product of the given reaction. (1) Given the reactants BrB(Br)Br.[Cl:5][C:6]1[N:11]=[C:10]([Cl:12])[C:9]([Cl:13])=[C:8]([C:14]2[CH:19]=[CH:18][CH:17]=[CH:16][C:15]=2[O:20]C)[N:7]=1, predict the reaction product. The product is: [Cl:5][C:6]1[N:7]=[C:8]([C:14]2[CH:19]=[CH:18][CH:17]=[CH:16][C:15]=2[OH:20])[C:9]([Cl:13])=[C:10]([Cl:12])[N:11]=1. (2) Given the reactants [C:1]([O:5][C:6](=[O:22])[N:7]([C@@H:9]1[C@@H:13]([C:14]2[CH:19]=[CH:18][C:17]([Cl:20])=[C:16]([Cl:21])[CH:15]=2)[CH2:12][NH:11][CH2:10]1)[CH3:8])([CH3:4])([CH3:3])[CH3:2].C(N(CC)C(C)C)(C)C.[CH3:32][C:33]1([C:36]([N:38]2[CH2:43][CH2:42][CH:41]([C:44](O)=[O:45])[CH2:40][CH2:39]2)=[O:37])[CH2:35][CH2:34]1.CN(C(ON1N=NC2C=CC=NC1=2)=[N+](C)C)C.F[P-](F)(F)(F)(F)F, predict the reaction product. The product is: [C:1]([O:5][C:6](=[O:22])[N:7]([C@@H:9]1[C@@H:13]([C:14]2[CH:19]=[CH:18][C:17]([Cl:20])=[C:16]([Cl:21])[CH:15]=2)[CH2:12][N:11]([C:44]([CH:41]2[CH2:40][CH2:39][N:38]([C:36]([C:33]3([CH3:32])[CH2:35][CH2:34]3)=[O:37])[CH2:43][CH2:42]2)=[O:45])[CH2:10]1)[CH3:8])([CH3:4])([CH3:2])[CH3:3]. (3) The product is: [Cl:1][C:2]1[CH:3]=[C:4]([C:12]2[O:16][N:15]=[C:14]([C:17]3[CH:18]=[CH:19][CH:20]=[C:21]4[C:25]=3[NH:24][CH:23]=[C:22]4[C:26]([NH:28][CH2:29][C:30]([OH:32])=[O:31])=[O:27])[N:13]=2)[CH:5]=[CH:6][C:7]=1[O:8][CH:9]([CH3:10])[CH3:11]. Given the reactants [Cl:1][C:2]1[CH:3]=[C:4]([C:12]2[O:16][N:15]=[C:14]([C:17]3[CH:18]=[CH:19][CH:20]=[C:21]4[C:25]=3[NH:24][CH:23]=[C:22]4[C:26]([NH:28][CH2:29][C:30]([O-:32])=[O:31])=[O:27])[N:13]=2)[CH:5]=[CH:6][C:7]=1[O:8][CH:9]([CH3:11])[CH3:10].[OH-].[Na+].Cl, predict the reaction product. (4) Given the reactants Cl[C:2]1[C:7]([CH:8]=[CH:9][C:10]([OH:12])=[O:11])=[CH:6][CH:5]=[C:4]([C:13]([F:16])([F:15])[F:14])[N:3]=1.[CH3:17][CH:18]([SH:20])[CH3:19].[H-].[Na+], predict the reaction product. The product is: [CH:18]([S:20][C:2]1[C:7]([CH:8]=[CH:9][C:10]([OH:12])=[O:11])=[CH:6][CH:5]=[C:4]([C:13]([F:16])([F:15])[F:14])[N:3]=1)([CH3:19])[CH3:17]. (5) Given the reactants [Li]CCCC.C([Mg]Cl)CCC.[CH2:12]([N:14]([CH2:24][CH3:25])[C:15](=[O:23])[C:16]1[CH:21]=[CH:20][C:19](Br)=[CH:18][CH:17]=1)[CH3:13].[N+:26]([C:29]1[CH:30]=[C:31]([CH:34]=[CH:35][CH:36]=1)[CH:32]=[O:33])([O-:28])=[O:27].Cl, predict the reaction product. The product is: [CH2:12]([N:14]([CH2:24][CH3:25])[C:15](=[O:23])[C:16]1[CH:21]=[CH:20][C:19]([CH:32]([OH:33])[C:31]2[CH:34]=[CH:35][CH:36]=[C:29]([N+:26]([O-:28])=[O:27])[CH:30]=2)=[CH:18][CH:17]=1)[CH3:13]. (6) The product is: [Cl:1][C:2]1[CH:9]=[C:8]([CH3:10])[CH:7]=[CH:6][C:3]=1[CH:4]([C:11]1[CH:16]=[CH:15][CH:14]=[CH:13][CH:12]=1)[NH2:5]. Given the reactants [Cl:1][C:2]1[CH:9]=[C:8]([CH3:10])[CH:7]=[CH:6][C:3]=1[C:4]#[N:5].[C:11]1([Mg]Br)[CH:16]=[CH:15][CH:14]=[CH:13][CH:12]=1.CO.[BH4-].[Na+], predict the reaction product.